This data is from Peptide-MHC class I binding affinity with 185,985 pairs from IEDB/IMGT. The task is: Regression. Given a peptide amino acid sequence and an MHC pseudo amino acid sequence, predict their binding affinity value. This is MHC class I binding data. (1) The peptide sequence is DTFGVIDTM. The MHC is HLA-B44:02 with pseudo-sequence HLA-B44:02. The binding affinity (normalized) is 0.0847. (2) The MHC is HLA-B08:01 with pseudo-sequence HLA-B08:01. The peptide sequence is IKVLVEHGF. The binding affinity (normalized) is 0. (3) The peptide sequence is NELRVAPE. The MHC is H-2-Db with pseudo-sequence H-2-Db. The binding affinity (normalized) is 0. (4) The peptide sequence is QLNDTIHLH. The MHC is HLA-A02:01 with pseudo-sequence HLA-A02:01. The binding affinity (normalized) is 0.0208. (5) The peptide sequence is FVDVGVSAL. The MHC is HLA-B15:09 with pseudo-sequence HLA-B15:09. The binding affinity (normalized) is 0.289. (6) The peptide sequence is SREVISHRL. The MHC is HLA-A30:01 with pseudo-sequence HLA-A30:01. The binding affinity (normalized) is 0.0847. (7) The peptide sequence is VLTLLLLLV. The MHC is HLA-A02:01 with pseudo-sequence HLA-A02:01. The binding affinity (normalized) is 0.440. (8) The peptide sequence is QWNLVIGFLF. The MHC is HLA-A29:02 with pseudo-sequence HLA-A29:02. The binding affinity (normalized) is 0.660.